Dataset: Catalyst prediction with 721,799 reactions and 888 catalyst types from USPTO. Task: Predict which catalyst facilitates the given reaction. (1) Reactant: Cl[C:2]1[N:7]=[C:6]([NH:8][C:9]2[CH:13]=[C:12]([N:14]([CH3:16])[CH3:15])[NH:11][N:10]=2)[C:5]([F:17])=[CH:4][N:3]=1.Cl.[F:19][C:20]1[CH:21]=[N:22][C:23]([C@@H:26]([NH2:28])[CH3:27])=[N:24][CH:25]=1.CCN(C(C)C)C(C)C. The catalyst class is: 114. Product: [CH3:15][N:14]([CH3:16])[C:12]1[NH:11][N:10]=[C:9]([NH:8][C:6]2[C:5]([F:17])=[CH:4][N:3]=[C:2]([NH:28][C@H:26]([C:23]3[N:24]=[CH:25][C:20]([F:19])=[CH:21][N:22]=3)[CH3:27])[N:7]=2)[CH:13]=1. (2) Reactant: [CH2:1]1[NH:6][CH2:5][CH2:4][N:3]2[CH2:7][C@H:8]([OH:10])[CH2:9][C@@H:2]12.[C:11]([O:15][C:16](O[C:16]([O:15][C:11]([CH3:14])([CH3:13])[CH3:12])=[O:17])=[O:17])([CH3:14])([CH3:13])[CH3:12]. Product: [OH:10][C@H:8]1[CH2:7][N:3]2[CH2:4][CH2:5][N:6]([C:16]([O:15][C:11]([CH3:14])([CH3:13])[CH3:12])=[O:17])[CH2:1][C@@H:2]2[CH2:9]1. The catalyst class is: 4. (3) Reactant: Cl.[CH3:2][C@@H:3]1[CH2:7][CH2:6][CH2:5][N:4]1[CH2:8][CH2:9][C:10]1[CH:15]=[CH:14][C:13](B(O)O)=[CH:12][CH:11]=1.Cl[C:20]1[CH:25]=[CH:24][C:23]([C:26]([CH3:31])([CH3:30])[C:27]([OH:29])=[O:28])=[CH:22][CH:21]=1.C([O-])([O-])=O.[Na+].[Na+].Cl. Product: [CH3:31][C:26]([C:23]1[CH:24]=[CH:25][C:20]([C:13]2[CH:14]=[CH:15][C:10]([CH2:9][CH2:8][N:4]3[CH2:5][CH2:6][CH2:7][C@H:3]3[CH3:2])=[CH:11][CH:12]=2)=[CH:21][CH:22]=1)([CH3:30])[C:27]([OH:29])=[O:28]. The catalyst class is: 38. (4) The catalyst class is: 3. Product: [CH2:22]([O:20][C:19]([C:9]1[CH:10]=[CH:11][C:12]2[C:17](=[CH:16][CH:15]=[CH:14][C:13]=2[O:18][CH2:22][C:23]2[CH:28]=[CH:27][CH:26]=[CH:25][CH:24]=2)[C:8]=1[O:7][CH2:19][C:9]1[CH:10]=[CH:11][CH:12]=[CH:17][CH:8]=1)=[O:21])[C:23]1[CH:28]=[CH:27][CH:26]=[CH:25][CH:24]=1. Reactant: C([O-])([O-])=O.[K+].[K+].[OH:7][C:8]1[C:17]2[C:12](=[C:13]([OH:18])[CH:14]=[CH:15][CH:16]=2)[CH:11]=[CH:10][C:9]=1[C:19]([OH:21])=[O:20].[CH2:22](Cl)[C:23]1[CH:28]=[CH:27][CH:26]=[CH:25][CH:24]=1. (5) Reactant: [Cl:1][C:2]1[CH:3]=[C:4]([CH2:14][N:15]2[C:19]([CH3:20])=[CH:18][C:17]([NH:21][C:22]([C:24]3[CH:33]=[CH:32][C:27]([C:28](OC)=[O:29])=[CH:26][CH:25]=3)=[O:23])=[N:16]2)[C:5]2[O:9][C:8]([CH:10]([CH3:12])[CH3:11])=[CH:7][C:6]=2[CH:13]=1.[H-].[Al+3].[Li+].[H-].[H-].[H-]. Product: [Cl:1][C:2]1[CH:3]=[C:4]([CH2:14][N:15]2[C:19]([CH3:20])=[CH:18][C:17]([NH:21][C:22](=[O:23])[C:24]3[CH:25]=[CH:26][C:27]([CH2:28][OH:29])=[CH:32][CH:33]=3)=[N:16]2)[C:5]2[O:9][C:8]([CH:10]([CH3:11])[CH3:12])=[CH:7][C:6]=2[CH:13]=1. The catalyst class is: 385.